Dataset: Forward reaction prediction with 1.9M reactions from USPTO patents (1976-2016). Task: Predict the product of the given reaction. (1) The product is: [CH2:22]([O:21][C:19]([NH:18][C:15]1[CH:16]=[CH:17][C:12]([O:11][C:9]2[CH:8]=[CH:7][N:6]=[C:5]([C:3]([OH:4])=[O:2])[CH:10]=2)=[C:13]([F:29])[CH:14]=1)=[O:20])[C:23]1[CH:24]=[CH:25][CH:26]=[CH:27][CH:28]=1. Given the reactants C[O:2][C:3]([C:5]1[CH:10]=[C:9]([O:11][C:12]2[CH:17]=[CH:16][C:15]([NH:18][C:19]([O:21][CH2:22][C:23]3[CH:28]=[CH:27][CH:26]=[CH:25][CH:24]=3)=[O:20])=[CH:14][C:13]=2[F:29])[CH:8]=[CH:7][N:6]=1)=[O:4].O.[OH-].[Li+].Cl, predict the reaction product. (2) Given the reactants [N+:1]([C:4]1[CH:5]=[C:6]2[C:11](=[CH:12][CH:13]=1)[NH:10][C:9](=[O:14])[CH2:8][CH2:7]2)([O-:3])=[O:2].[H-].[Na+].I[CH3:18], predict the reaction product. The product is: [CH3:18][N:10]1[C:11]2[C:6](=[CH:5][C:4]([N+:1]([O-:3])=[O:2])=[CH:13][CH:12]=2)[CH2:7][CH2:8][C:9]1=[O:14]. (3) Given the reactants [CH2:1]([O:3][CH:4]1[CH2:9][CH2:8][N:7]([C:10]2[CH:17]=[CH:16][C:13]([C:14]#[N:15])=[CH:12][CH:11]=2)[CH2:6][CH2:5]1)[CH3:2].[NH:18]([C:20](=[S:22])[NH2:21])N.FC(F)(F)C(O)=O.[OH-].[Na+], predict the reaction product. The product is: [CH2:1]([O:3][CH:4]1[CH2:9][CH2:8][N:7]([C:10]2[CH:11]=[CH:12][C:13]([C:14]3[S:22][C:20]([NH2:21])=[N:18][N:15]=3)=[CH:16][CH:17]=2)[CH2:6][CH2:5]1)[CH3:2]. (4) Given the reactants [CH2:1]([O:5][C:6]1[CH:11]=[CH:10][C:9]([C:12]2[O:16][N:15]=[C:14]([C:17]3[CH:18]=[C:19]4[C:23](=[CH:24][CH:25]=3)[NH:22][CH:21]=[CH:20]4)[N:13]=2)=[CH:8][C:7]=1[Cl:26])[CH2:2][CH2:3][CH3:4].C(OC1C=C(C2ON=C(C3C=CC=C4C=3C=CN4)N=2)C=CC=1OCC)C, predict the reaction product. The product is: [CH2:1]([O:5][C:6]1[CH:11]=[CH:10][C:9]([C:12]2[O:16][N:15]=[C:14]([C:17]3[CH:18]=[C:19]4[C:23](=[CH:24][CH:25]=3)[NH:22][CH2:21][CH2:20]4)[N:13]=2)=[CH:8][C:7]=1[Cl:26])[CH2:2][CH2:3][CH3:4]. (5) The product is: [CH3:7][N:8]1[C:16]2[CH:15]=[CH:14][N:13]=[CH:12][C:11]=2[CH:10]=[C:9]1[Si:17]([CH2:22][CH3:23])([CH2:20][CH3:21])[CH2:18][CH3:19]. Given the reactants CC([O-])(C)C.[K+].[CH3:7][N:8]1[C:16]2[C:11](=[CH:12][N:13]=[CH:14][CH:15]=2)[CH:10]=[CH:9]1.[SiH:17]([CH2:22][CH3:23])([CH2:20][CH3:21])[CH2:18][CH3:19], predict the reaction product.